This data is from Rat liver microsome stability data. The task is: Regression/Classification. Given a drug SMILES string, predict its absorption, distribution, metabolism, or excretion properties. Task type varies by dataset: regression for continuous measurements (e.g., permeability, clearance, half-life) or binary classification for categorical outcomes (e.g., BBB penetration, CYP inhibition). Dataset: rlm. (1) The drug is Cc1c(Nc2c(C#N)cncc2C=Cc2cccc(CN3CCOCC3)n2)ccc2[nH]ccc12. The result is 1 (stable in rat liver microsomes). (2) The molecule is O=C(O)[C@H]1CC[C@H](C(=O)N2CC[C@@]3(S(=O)(=O)c4ccc(Cl)cc4)c4ccc(C(F)(C(F)(F)F)C(F)(F)F)cc4CC[C@@H]23)CC1. The result is 0 (unstable in rat liver microsomes). (3) The drug is FC(F)(F)c1ccc(CN2CCNc3cc(Nc4ccccc4)ncc3C2)cc1. The result is 1 (stable in rat liver microsomes). (4) The molecule is Cn1cnc2ccc(-c3ccc(Cl)cc3Cl)c(CN)c21. The result is 0 (unstable in rat liver microsomes). (5) The drug is O=C(NC1(CO)CCCC1)c1nn(-c2c[n+]([O-])ccn2)c2c1C[C@@H]1C[C@H]21. The result is 0 (unstable in rat liver microsomes). (6) The molecule is O=C1NC(=S)NC(=O)C1=Cc1cccn1-c1ccc(O)cc1. The result is 1 (stable in rat liver microsomes). (7) The compound is FC(CN1CCNCC1)Cn1c2ccc(Br)cc2c2cc(Br)ccc21. The result is 0 (unstable in rat liver microsomes). (8) The compound is CN(C)CCC(c1ccc(Cl)c(Cl)c1)n1ncnn1. The result is 1 (stable in rat liver microsomes). (9) The drug is C[C@H](NS(=O)(=O)c1ccc(-c2sc(C(=O)NCC(C)(C)O)nc2C(=O)N2CCC(F)(F)C2)c(Cl)c1Cl)C(F)(F)F. The result is 0 (unstable in rat liver microsomes). (10) The compound is CCC[C@H](NC(=O)/C(C#N)=C/c1cccc(Br)n1)c1ccccc1. The result is 0 (unstable in rat liver microsomes).